From a dataset of Full USPTO retrosynthesis dataset with 1.9M reactions from patents (1976-2016). Predict the reactants needed to synthesize the given product. (1) Given the product [Cl:20][C:21]1[N:26]=[C:25]([C:6]2[CH:7]=[CH:8][C:9]([F:10])=[C:4]([CH:1]3[CH2:2][CH2:3]3)[CH:5]=2)[N:24]=[C:23]([O:28][CH3:29])[N:22]=1, predict the reactants needed to synthesize it. The reactants are: [CH:1]1([C:4]2[CH:5]=[C:6](B3OC(C)(C)C(C)(C)O3)[CH:7]=[CH:8][C:9]=2[F:10])[CH2:3][CH2:2]1.[Cl:20][C:21]1[N:26]=[C:25](Cl)[N:24]=[C:23]([O:28][CH3:29])[N:22]=1.C(=O)([O-])[O-].[Na+].[Na+].O. (2) Given the product [C:1]([O:5][C:6]([N:8]([CH2:32][C:33]1[CH:42]=[CH:41][CH:40]=[CH:39][C:34]=1[C:35]([OH:37])=[O:36])[S:9]([C:12]1[CH:17]=[C:16]([C:18](=[O:30])[NH:19][N:20]2[C:28]3[C:23](=[CH:24][CH:25]=[CH:26][CH:27]=3)[CH2:22][CH:21]2[CH3:29])[CH:15]=[CH:14][C:13]=1[Cl:31])(=[O:11])=[O:10])=[O:7])([CH3:2])([CH3:3])[CH3:4], predict the reactants needed to synthesize it. The reactants are: [C:1]([O:5][C:6]([N:8]([CH2:32][C:33]1[CH:42]=[CH:41][CH:40]=[CH:39][C:34]=1[C:35]([O:37]C)=[O:36])[S:9]([C:12]1[CH:17]=[C:16]([C:18](=[O:30])[NH:19][N:20]2[C:28]3[C:23](=[CH:24][CH:25]=[CH:26][CH:27]=3)[CH2:22][CH:21]2[CH3:29])[CH:15]=[CH:14][C:13]=1[Cl:31])(=[O:11])=[O:10])=[O:7])([CH3:4])([CH3:3])[CH3:2].[OH-].[Li+].